Dataset: Forward reaction prediction with 1.9M reactions from USPTO patents (1976-2016). Task: Predict the product of the given reaction. (1) Given the reactants [F:1][C:2]([F:37])([F:36])[C:3]1[CH:4]=[C:5]([CH:29]=[C:30]([C:32]([F:35])([F:34])[F:33])[CH:31]=1)[CH2:6][N:7]([C:23]1[N:24]=[N:25][N:26]([CH3:28])[N:27]=1)[C@H:8]1[CH2:14][CH2:13][CH2:12][NH:11][C:10]2[CH:15]=[C:16]3[C:21](=[CH:22][C:9]1=2)[CH2:20][CH2:19][CH2:18][CH2:17]3.[C:38](=O)(O)[O-].[Na+].[F-].[Cs+].CB(O)O, predict the reaction product. The product is: [F:37][C:2]([F:1])([F:36])[C:3]1[CH:4]=[C:5]([CH:29]=[C:30]([C:32]([F:33])([F:34])[F:35])[CH:31]=1)[CH2:6][N:7]([C@H:8]1[CH2:14][CH2:13][CH2:12][NH:11][C:10]2[C:15]([CH3:38])=[C:16]3[C:21](=[CH:22][C:9]1=2)[CH2:20][CH2:19][CH2:18][CH2:17]3)[C:23]1[N:24]=[N:25][N:26]([CH3:28])[N:27]=1. (2) The product is: [Cl:1][C:2]1[CH:7]=[CH:6][CH:5]=[C:4]([Cl:8])[C:3]=1[C:9]1[C:13]([CH2:14][O:15][C:16]2[CH:17]=[CH:18][C:19]([C:22]3[CH:23]=[C:24]4[C:29](=[CH:30][CH:31]=3)[N:28]=[C:27]([C:32]([OH:34])=[O:33])[CH:26]=[N:25]4)=[CH:20][CH:21]=2)=[C:12]([CH:37]([CH3:39])[CH3:38])[O:11][N:10]=1. Given the reactants [Cl:1][C:2]1[CH:7]=[CH:6][CH:5]=[C:4]([Cl:8])[C:3]=1[C:9]1[C:13]([CH2:14][O:15][C:16]2[CH:21]=[CH:20][C:19]([C:22]3[CH:23]=[C:24]4[C:29](=[CH:30][CH:31]=3)[N:28]=[C:27]([C:32]([O:34]CC)=[O:33])[CH:26]=[N:25]4)=[CH:18][CH:17]=2)=[C:12]([CH:37]([CH3:39])[CH3:38])[O:11][N:10]=1.[OH-].[Na+], predict the reaction product. (3) Given the reactants [Li]CCCC.C(NC(C)C)(C)C.[F:13][C:14]1[CH:19]=[CH:18][C:17]([F:20])=[CH:16][N:15]=1.[I:21]I.S(=O)(O)[O-].[Na+], predict the reaction product. The product is: [F:13][C:14]1[CH:19]=[C:18]([I:21])[C:17]([F:20])=[CH:16][N:15]=1.